Task: Regression/Classification. Given a drug SMILES string, predict its absorption, distribution, metabolism, or excretion properties. Task type varies by dataset: regression for continuous measurements (e.g., permeability, clearance, half-life) or binary classification for categorical outcomes (e.g., BBB penetration, CYP inhibition). For this dataset (lipophilicity_astrazeneca), we predict Y.. Dataset: Experimental lipophilicity measurements (octanol/water distribution) for 4,200 compounds from AstraZeneca (1) The compound is CCS(=O)(=O)c1ccc(-c2cc(C(F)(F)F)ccc2OCC(=O)O)c(C)c1. The Y is -0.450 logD. (2) The Y is 2.38 logD. The molecule is C[C@H]1COCCN1c1cc(CS(C)(=O)=O)nc(-c2ccc3[nH]ccc3c2)n1. (3) The compound is N=C(N)Nc1nc2ccccc2o1. The Y is 1.91 logD. (4) The Y is 2.26 logD. The compound is CC(C)C(NC(=O)Cn1c(-c2ccccc2)ccc(NS(=O)(=O)c2ccccc2)c1=O)C(=O)C(F)(F)F. (5) The compound is Cc1cc(Nc2nc(O[C@@H](C)c3ccc(F)cn3)c(C#N)nc2C)n[nH]1. The Y is 2.86 logD. (6) The Y is 2.48 logD. The drug is Nc1cc2n[nH]c(=O)n2c2cc(-c3ccco3)ccc12. (7) The drug is COCCC(Oc1ncnc2c1cnn2-c1ccccc1C(F)(F)F)C(=O)Nc1ccc(C)cn1. The Y is 3.50 logD.